Task: Predict which catalyst facilitates the given reaction.. Dataset: Catalyst prediction with 721,799 reactions and 888 catalyst types from USPTO (1) Reactant: [N:1]12[CH2:8][CH2:7][CH:4]([CH2:5][CH2:6]1)[CH:3]([O:9][C:10](=[O:23])[NH:11][C:12]([C:15]1[CH:20]=[C:19](Br)[CH:18]=[CH:17][C:16]=1[F:22])([CH3:14])[CH3:13])[CH2:2]2.[CH3:24][CH:25]([CH3:30])[CH2:26]B(O)O. Product: [F:22][C:16]1[CH:17]=[CH:18][C:19]([CH2:24][CH:25]([CH3:30])[CH3:26])=[CH:20][C:15]=1[C:12]([NH:11][C:10](=[O:23])[O:9][CH:3]1[CH:4]2[CH2:7][CH2:8][N:1]([CH2:6][CH2:5]2)[CH2:2]1)([CH3:14])[CH3:13]. The catalyst class is: 167. (2) Reactant: [Cl:1][C:2]1[N:3]=[C:4](Cl)[C:5]2[CH:10]=[CH:9][N:8]([C:11]([O:13][C:14]([CH3:17])([CH3:16])[CH3:15])=[O:12])[C:6]=2[N:7]=1.[CH2:19]([Zn]CC)[CH3:20].CCCCCC. Product: [C:14]([O:13][C:11]([N:8]1[C:6]2[N:7]=[C:2]([Cl:1])[N:3]=[C:4]([CH2:19][CH3:20])[C:5]=2[CH:10]=[CH:9]1)=[O:12])([CH3:17])([CH3:16])[CH3:15]. The catalyst class is: 75. (3) Reactant: [OH:1][CH2:2][C@@H:3]([CH3:8])[C:4]([O:6][CH3:7])=[O:5].ClC(Cl)(Cl)C(=N)O[CH2:13][C:14]1[CH:19]=[CH:18][CH:17]=[CH:16][CH:15]=1.OS(C(F)(F)F)(=O)=O.C([O-])(O)=O.[Na+]. Product: [CH3:7][O:6][C:4](=[O:5])[C@H:3]([CH3:8])[CH2:2][O:1][CH2:13][C:14]1[CH:19]=[CH:18][CH:17]=[CH:16][CH:15]=1. The catalyst class is: 2.